This data is from Reaction yield outcomes from USPTO patents with 853,638 reactions. The task is: Predict the reaction yield, written as a fraction of the theoretical maximum amount of product (1.0 means a 100% yield; for example, 0.34 means a 34% yield). (1) The yield is 0.107. The product is [Cl:34][C:29]1[CH:30]=[CH:31][CH:32]=[CH:33][C:28]=1[CH2:27][CH2:26][N:6]1[C:7]2[CH:8]=[CH:9][C:10]([CH3:16])=[CH:11][C:12]=2[C:13]2[CH2:14][CH2:15][N:2]([CH3:1])[CH2:3][CH2:4][C:5]1=2. The reactants are [CH3:1][N:2]1[CH2:15][CH2:14][C:13]2[C:12]3[CH:11]=[C:10]([CH3:16])[CH:9]=[CH:8][C:7]=3[NH:6][C:5]=2[CH2:4][CH2:3]1.[O-]P([O-])([O-])=O.[K+].[K+].[K+].Br[CH2:26][CH2:27][C:28]1[CH:33]=[CH:32][CH:31]=[CH:30][C:29]=1[Cl:34].CN(C=O)C. The catalyst is [Cu](I)I.O. (2) The reactants are [N+:1]([C:4]1[CH:24]=[CH:23][C:7]([CH2:8][C:9]2[N:14]3[CH:15]=[CH:16][N:17]=[C:13]3[C:12]([CH2:18][C:19]([O:21][CH3:22])=[O:20])=[CH:11][N:10]=2)=[CH:6][CH:5]=1)([O-])=O.NC1C=CC(CC2N3C=CN=C3C(CC(OC)=O)=CN=2)=CC=1.[Cl:47][C:48]1[CH:49]=[C:50]([CH:54]=[CH:55][C:56]=1[Cl:57])[C:51](O)=[O:52].ON1C2C=CC=CC=2N=N1.C(N(CC)CC)C.Cl.C(N=C=NCCCN(C)C)C. The catalyst is CO.C(OCC)(=O)C.[Pd].ClCCl. The product is [Cl:47][C:48]1[CH:49]=[C:50]([CH:54]=[CH:55][C:56]=1[Cl:57])[C:51]([NH:1][C:4]1[CH:24]=[CH:23][C:7]([CH2:8][C:9]2[N:14]3[CH:15]=[CH:16][N:17]=[C:13]3[C:12]([CH2:18][C:19]([O:21][CH3:22])=[O:20])=[CH:11][N:10]=2)=[CH:6][CH:5]=1)=[O:52]. The yield is 0.700. (3) The reactants are ClC1C=C(C=CC=1)C(OO)=[O:6].[CH2:12]([C:15]1[CH:22]=[CH:21][C:18]([C:19]#[N:20])=[CH:17][CH:16]=1)[CH:13]=[CH2:14]. The catalyst is ClCCl. The product is [O:6]1[CH2:14][CH:13]1[CH2:12][C:15]1[CH:16]=[CH:17][C:18]([C:19]#[N:20])=[CH:21][CH:22]=1. The yield is 0.490. (4) The reactants are [CH3:1][O:2][C:3]1[CH:4]=[CH:5][C:6]2[C:11](=[O:12])O[C:9](=O)[NH:8][C:7]=2[CH:14]=1.[CH:15]([O:18][C:19]1[CH:26]=[CH:25][C:22](C=O)=[CH:21][CH:20]=1)([CH3:17])[CH3:16].C([O-])(=O)C.[NH4+:31]. The catalyst is CCO. The product is [CH:15]([O:18][C:19]1[CH:26]=[CH:25][C:22]([CH:9]2[N:31]=[C:11]([OH:12])[C:6]3[C:7](=[CH:14][C:3]([O:2][CH3:1])=[CH:4][CH:5]=3)[NH:8]2)=[CH:21][CH:20]=1)([CH3:17])[CH3:16]. The yield is 0.850. (5) The reactants are Cl[C:2]1[N:7]=[C:6]([NH:8][C:9]2[CH:14]=[CH:13][CH:12]=[CH:11][C:10]=2[N:15]2[CH:19]=[CH:18][CH:17]=[N:16]2)[C:5]([Cl:20])=[CH:4][N:3]=1.[NH2:21][C:22]1[CH:35]=[CH:34][C:25]2[NH:26][C:27](=[O:33])[CH2:28][CH2:29][C:30]([CH3:32])([CH3:31])[C:24]=2[CH:23]=1.Cl. The catalyst is O1CCOCC1.COCCO. The product is [Cl:20][C:5]1[C:6]([NH:8][C:9]2[CH:14]=[CH:13][CH:12]=[CH:11][C:10]=2[N:15]2[CH:19]=[CH:18][CH:17]=[N:16]2)=[N:7][C:2]([NH:21][C:22]2[CH:35]=[CH:34][C:25]3[NH:26][C:27](=[O:33])[CH2:28][CH2:29][C:30]([CH3:32])([CH3:31])[C:24]=3[CH:23]=2)=[N:3][CH:4]=1. The yield is 0.820. (6) The reactants are [CH3:1][C:2]([NH:7][C:8](=O)[CH:9]([O:11][N:12]1[C:17]([CH3:19])([CH3:18])[CH2:16][CH2:15][CH2:14][C:13]1([CH3:21])[CH3:20])[CH3:10])([CH3:6])[C:3]([OH:5])=[O:4].C(N(CC)CC)C.ClC(OCC)=O. The catalyst is CC(C)=O. The product is [CH3:1][C:2]1([CH3:6])[C:3](=[O:4])[O:5][C:8]([CH:9]([O:11][N:12]2[C:13]([CH3:20])([CH3:21])[CH2:14][CH2:15][CH2:16][C:17]2([CH3:18])[CH3:19])[CH3:10])=[N:7]1. The yield is 0.640. (7) The reactants are [CH:1]([O:4][C:5]1[CH:11]=[CH:10][C:8]([NH2:9])=[CH:7][CH:6]=1)([CH3:3])[CH3:2].Cl[C:13]([O:15][C:16]1[CH:21]=[CH:20][C:19]([N+:22]([O-:24])=[O:23])=[CH:18][CH:17]=1)=[O:14]. The catalyst is C(Cl)Cl.N1C=CC=CC=1. The product is [N+:22]([C:19]1[CH:18]=[CH:17][C:16]([O:15][C:13](=[O:14])[NH:9][C:8]2[CH:10]=[CH:11][C:5]([O:4][CH:1]([CH3:3])[CH3:2])=[CH:6][CH:7]=2)=[CH:21][CH:20]=1)([O-:24])=[O:23]. The yield is 0.980. (8) The reactants are [Cl:1][C:2]1[C:3]([C:14]2[CH2:19][CH2:18][CH:17]([C:20]([O:22][CH2:23][CH3:24])=[O:21])[CH2:16][CH:15]=2)=[N:4][C:5]2[C:10]([CH:11]=1)=[CH:9][C:8]([O:12][CH3:13])=[CH:7][CH:6]=2. The catalyst is CCO. The product is [Cl:1][C:2]1[C:3]([CH:14]2[CH2:15][CH2:16][CH:17]([C:20]([O:22][CH2:23][CH3:24])=[O:21])[CH2:18][CH2:19]2)=[N:4][C:5]2[C:10]([CH:11]=1)=[CH:9][C:8]([O:12][CH3:13])=[CH:7][CH:6]=2. The yield is 0.260. (9) The reactants are [F:1][C:2]([F:27])([F:26])[O:3][C:4]1[CH:9]=[CH:8][C:7]([NH:10][C:11](=[O:25])[C:12]2[CH:13]=[C:14]([CH:20]=[CH:21][C:22]=2[O:23][CH3:24])[C:15]([O:17]CC)=[O:16])=[CH:6][CH:5]=1.[OH-].[K+].Cl. The catalyst is CO. The product is [F:1][C:2]([F:26])([F:27])[O:3][C:4]1[CH:9]=[CH:8][C:7]([NH:10][C:11](=[O:25])[C:12]2[CH:13]=[C:14]([CH:20]=[CH:21][C:22]=2[O:23][CH3:24])[C:15]([OH:17])=[O:16])=[CH:6][CH:5]=1. The yield is 1.00.